This data is from Catalyst prediction with 721,799 reactions and 888 catalyst types from USPTO. The task is: Predict which catalyst facilitates the given reaction. Reactant: [Cl-].O[NH3+:3].[C:4](=[O:7])([O-])[OH:5].[Na+].CS(C)=O.[OH:13][C:14]([C:17]1[CH:57]=[CH:56][C:20]([O:21][C@H:22]2[CH2:27][CH2:26][C@H:25]([N:28]3[C:33](=[O:34])[C:32]([CH2:35][C:36]4[CH:41]=[CH:40][C:39]([C:42]5[C:43]([C:48]#[N:49])=[CH:44][CH:45]=[CH:46][CH:47]=5)=[CH:38][CH:37]=4)=[C:31]([CH2:50][CH2:51][CH3:52])[N:30]4[N:53]=[CH:54][N:55]=[C:29]34)[CH2:24][CH2:23]2)=[CH:19][CH:18]=1)([CH3:16])[CH3:15]. Product: [OH:13][C:14]([C:17]1[CH:57]=[CH:56][C:20]([O:21][C@H:22]2[CH2:27][CH2:26][C@H:25]([N:28]3[C:33](=[O:34])[C:32]([CH2:35][C:36]4[CH:41]=[CH:40][C:39]([C:42]5[CH:47]=[CH:46][CH:45]=[CH:44][C:43]=5[C:48]5[NH:3][C:4](=[O:7])[O:5][N:49]=5)=[CH:38][CH:37]=4)=[C:31]([CH2:50][CH2:51][CH3:52])[N:30]4[N:53]=[CH:54][N:55]=[C:29]34)[CH2:24][CH2:23]2)=[CH:19][CH:18]=1)([CH3:16])[CH3:15]. The catalyst class is: 69.